This data is from Reaction yield outcomes from USPTO patents with 853,638 reactions. The task is: Predict the reaction yield, written as a fraction of the theoretical maximum amount of product (1.0 means a 100% yield; for example, 0.34 means a 34% yield). (1) The reactants are CS([C:5]1[C:13]2[N:12]=[N:11][NH:10][C:9]=2[CH:8]=[CH:7][CH:6]=1)(=O)=O.[O:14]1[CH:18]=[CH:17][CH:16]=[C:15]1[C:19](O)=[O:20].C(N(CC)CC)C.C1COCC1. The catalyst is C(OCC)(=O)C. The product is [N:12]1([C:19]([C:15]2[O:14][CH:18]=[CH:17][CH:16]=2)=[O:20])[C:13]2[CH:5]=[CH:6][CH:7]=[CH:8][C:9]=2[N:10]=[N:11]1. The yield is 0.770. (2) The reactants are Cl[C:2]1[CH:7]=[C:6]([CH3:8])[N:5]=[CH:4][N:3]=1.[C:9]1(B(O)O)[CH:14]=[CH:13][CH:12]=[CH:11][CH:10]=1.C(=O)([O-])[O-].[Na+].[Na+]. The catalyst is C1C=CC(P(C2C=CC=CC=2)C2C=CC=CC=2)=CC=1.C1C=CC(P(C2C=CC=CC=2)C2C=CC=CC=2)=CC=1.Cl[Pd]Cl.ClCCl.O.C(#N)C. The product is [CH3:8][C:6]1[CH:7]=[C:2]([C:9]2[CH:14]=[CH:13][CH:12]=[CH:11][CH:10]=2)[N:3]=[CH:4][N:5]=1. The yield is 0.460.